This data is from Forward reaction prediction with 1.9M reactions from USPTO patents (1976-2016). The task is: Predict the product of the given reaction. (1) Given the reactants [N:1]1([C:11]2[C:12]([C:25]3[CH:30]=[CH:29][CH:28]=[CH:27][CH:26]=3)=[N:13][C:14]3[C:19]([N:20]=2)=[CH:18][C:17]([C:21]([O:23]C)=[O:22])=[CH:16][CH:15]=3)[C:10]2[C:5](=[CH:6][CH:7]=[CH:8][CH:9]=2)[CH2:4][CH2:3][CH2:2]1.[OH-].[Na+], predict the reaction product. The product is: [N:1]1([C:11]2[C:12]([C:25]3[CH:30]=[CH:29][CH:28]=[CH:27][CH:26]=3)=[N:13][C:14]3[C:19]([N:20]=2)=[CH:18][C:17]([C:21]([OH:23])=[O:22])=[CH:16][CH:15]=3)[C:10]2[C:5](=[CH:6][CH:7]=[CH:8][CH:9]=2)[CH2:4][CH2:3][CH2:2]1. (2) Given the reactants [C:1]([CH2:3][CH2:4][O:5][P:6](Cl)[N:7]([CH:11]([CH3:13])[CH3:12])[CH:8]([CH3:10])[CH3:9])#[N:2].C(N(CC)CC)C.[CH2:22]([OH:24])[CH3:23].C(OCC)C, predict the reaction product. The product is: [C:1]([CH2:3][CH2:4][O:5][P:6]([O:24][CH2:22][CH3:23])[N:7]([CH:11]([CH3:13])[CH3:12])[CH:8]([CH3:10])[CH3:9])#[N:2]. (3) Given the reactants [N:1]1([C:7]2[N:12]=[C:11]([NH2:13])[CH:10]=[C:9]([NH2:14])[N:8]=2)[CH2:6][CH2:5][O:4][CH2:3][CH2:2]1.Br[CH2:16][C:17]([C:19]1[CH:24]=[CH:23][CH:22]=[CH:21][CH:20]=1)=O.C([O-])(O)=O.[Na+].CO, predict the reaction product. The product is: [N:1]1([C:7]2[N:8]3[CH:16]=[C:17]([C:19]4[CH:24]=[CH:23][CH:22]=[CH:21][CH:20]=4)[N:14]=[C:9]3[CH:10]=[C:11]([NH2:13])[N:12]=2)[CH2:6][CH2:5][O:4][CH2:3][CH2:2]1.